From a dataset of Reaction yield outcomes from USPTO patents with 853,638 reactions. Predict the reaction yield, written as a fraction of the theoretical maximum amount of product (1.0 means a 100% yield; for example, 0.34 means a 34% yield). The reactants are [CH3:1][S:2]([O:5][CH2:6][CH2:7][N:8]([CH2:36][CH2:37][Br:38])[C:9]1[CH:14]=[CH:13][C:12]([N+:15]([O-:17])=[O:16])=[CH:11][C:10]=1[C:18](=[O:35])[NH:19][CH2:20][CH2:21][O:22][P:23]([O:30]C(C)(C)C)([O:25]C(C)(C)C)=[O:24])(=[O:4])=[O:3].C(O)(C(F)(F)F)=O. The catalyst is C(Cl)Cl. The product is [CH3:1][S:2]([O:5][CH2:6][CH2:7][N:8]([CH2:36][CH2:37][Br:38])[C:9]1[CH:14]=[CH:13][C:12]([N+:15]([O-:17])=[O:16])=[CH:11][C:10]=1[C:18](=[O:35])[NH:19][CH2:20][CH2:21][O:22][P:23]([OH:25])([OH:30])=[O:24])(=[O:4])=[O:3]. The yield is 1.00.